The task is: Predict which catalyst facilitates the given reaction.. This data is from Catalyst prediction with 721,799 reactions and 888 catalyst types from USPTO. (1) Reactant: [C:1]([N:4]1[CH2:9][CH2:8][CH2:7][C:6]([CH2:29][C:30]([O:32][CH2:33][CH3:34])=[O:31])([CH2:10][C:11]2[CH:16]=[CH:15][C:14]([O:17][CH2:18][CH2:19][CH2:20][NH:21][C:22]3[CH:27]=[CH:26][CH:25]=[CH:24][N+:23]=3[O-])=[CH:13][CH:12]=2)[CH2:5]1)(=[O:3])[CH3:2].C1(P(C2C=CC=CC=2)C2C=CC=CC=2)C=CC=CC=1. Product: [C:1]([N:4]1[CH2:9][CH2:8][CH2:7][C:6]([CH2:29][C:30]([O:32][CH2:33][CH3:34])=[O:31])([CH2:10][C:11]2[CH:12]=[CH:13][C:14]([O:17][CH2:18][CH2:19][CH2:20][NH:21][C:22]3[CH:27]=[CH:26][CH:25]=[CH:24][N:23]=3)=[CH:15][CH:16]=2)[CH2:5]1)(=[O:3])[CH3:2]. The catalyst class is: 770. (2) Reactant: [Cl:1][C:2]1[C:7]([O:8][CH3:9])=[C:6]([Cl:10])[C:5]([F:11])=[CH:4][C:3]=1[N+:12]([O-])=O.[H][H]. Product: [Cl:1][C:2]1[C:7]([O:8][CH3:9])=[C:6]([Cl:10])[C:5]([F:11])=[CH:4][C:3]=1[NH2:12]. The catalyst class is: 19. (3) Reactant: Cl[C:2]1[C:11]2[C:6](=[CH:7][CH:8]=[CH:9][N:10]=2)[N:5]=[CH:4][C:3]=1[NH:12][C:13](=O)[CH3:14].[CH2:16]([NH2:20])[CH:17]([CH3:19])[CH3:18].C(=O)([O-])[O-].[Na+].[Na+]. Product: [CH3:14][C:13]1[N:20]([CH2:16][CH:17]([CH3:19])[CH3:18])[C:2]2[C:11]3[N:10]=[CH:9][CH:8]=[CH:7][C:6]=3[N:5]=[CH:4][C:3]=2[N:12]=1. The catalyst class is: 6. (4) Reactant: [CH:1]([C:4]1[CH:9]=[CH:8][C:7]([NH:10][C:11](=O)[CH3:12])=[CH:6][CH:5]=1)([CH3:3])[CH3:2].[H-].[Na+].[CH2:16](Br)[CH2:17]CC.O. Product: [CH2:11]([NH:10][C:7]1[CH:8]=[CH:9][C:4]([CH:1]([CH3:3])[CH3:2])=[CH:5][CH:6]=1)[CH2:12][CH2:16][CH3:17]. The catalyst class is: 9. (5) Reactant: Cl[CH2:2][C:3]([N:5]1[CH2:10][C@H:9]([CH3:11])[N:8]([CH2:12][C:13]2[CH:18]=[CH:17][C:16]([F:19])=[CH:15][CH:14]=2)[CH2:7][C@H:6]1[CH3:20])=[O:4].[I-].[K+].[Cl:23][C:24]1[CH:25]=[CH:26][C:27]([OH:42])=[C:28]([CH:41]=1)[CH2:29][N:30]1[C:38](=[O:39])[C:37]2[C:32](=[CH:33][CH:34]=[CH:35][CH:36]=2)[C:31]1=[O:40].C(=O)([O-])[O-].[K+].[K+]. Product: [Cl:23][C:24]1[CH:25]=[CH:26][C:27]([O:42][CH2:2][C:3]([N:5]2[CH2:10][C@H:9]([CH3:11])[N:8]([CH2:12][C:13]3[CH:18]=[CH:17][C:16]([F:19])=[CH:15][CH:14]=3)[CH2:7][C@H:6]2[CH3:20])=[O:4])=[C:28]([CH:41]=1)[CH2:29][N:30]1[C:31](=[O:40])[C:32]2[C:37](=[CH:36][CH:35]=[CH:34][CH:33]=2)[C:38]1=[O:39]. The catalyst class is: 35.